This data is from Catalyst prediction with 721,799 reactions and 888 catalyst types from USPTO. The task is: Predict which catalyst facilitates the given reaction. (1) Reactant: [F:1][C:2]1[CH:3]=[C:4]2[C:8](=[CH:9][CH:10]=1)[NH:7][CH:6]=[C:5]2[CH:11]([C:13]1[CH:18]=[CH:17][N:16]=[CH:15][CH:14]=1)O.C([SiH](CC)CC)C.FC(F)(F)C(O)=O. Product: [F:1][C:2]1[CH:3]=[C:4]2[C:8](=[CH:9][CH:10]=1)[NH:7][CH:6]=[C:5]2[CH2:11][C:13]1[CH:18]=[CH:17][N:16]=[CH:15][CH:14]=1. The catalyst class is: 2. (2) Reactant: [Si](O[CH2:19][C:20](=[O:28])[CH:21]([Cl:27])[C:22]([O:24][CH2:25][CH3:26])=[O:23])(C(C)(C)C)(C1C=CC=CC=1)C1C=CC=CC=1.FC(F)(F)[C:31]1[CH:39]=[CH:38][C:34]([C:35](N)=S)=[CH:33][CH:32]=1.ClCCCl.O. Product: [Cl:27][CH:21]([C:20](=[O:28])[CH2:19][CH2:35][C:34]1[CH:33]=[CH:32][CH:31]=[CH:39][CH:38]=1)[C:22]([O:24][CH2:25][CH3:26])=[O:23]. The catalyst class is: 2. (3) Reactant: [CH3:1][C:2]1[C:7]([CH3:8])=[CH:6][CH:5]=[CH:4][C:3]=1[C:9]([C:11]1[N:15]([C:16]([C:29]2[CH:34]=[CH:33][CH:32]=[CH:31][CH:30]=2)([C:23]2[CH:28]=[CH:27][CH:26]=[CH:25][CH:24]=2)[C:17]2[CH:22]=[CH:21][CH:20]=[CH:19][CH:18]=2)[CH:14]=[N:13][CH:12]=1)=[O:10].[CH2:35]([Mg]Br)[C:36]1[CH:41]=[CH:40][CH:39]=[CH:38][CH:37]=1. Product: [CH3:1][C:2]1[C:7]([CH3:8])=[CH:6][CH:5]=[CH:4][C:3]=1[C:9]([C:11]1[N:15]([C:16]([C:23]2[CH:24]=[CH:25][CH:26]=[CH:27][CH:28]=2)([C:17]2[CH:22]=[CH:21][CH:20]=[CH:19][CH:18]=2)[C:29]2[CH:34]=[CH:33][CH:32]=[CH:31][CH:30]=2)[CH:14]=[N:13][CH:12]=1)([OH:10])[CH2:35][C:36]1[CH:41]=[CH:40][CH:39]=[CH:38][CH:37]=1. The catalyst class is: 4. (4) Product: [Cl:19][C:20]1[CH:27]=[C:26]([N:28]([CH2:29][C:30]2[CH:31]=[CH:32][C:33]([O:36][C:37]([F:38])([F:39])[F:40])=[CH:34][CH:35]=2)[C:5](=[O:7])[CH2:4][O:3][CH2:1][CH3:2])[CH:25]=[C:22]([C:23]#[N:24])[CH:21]=1. The catalyst class is: 2. Reactant: [CH2:1]([O:3][CH2:4][C:5]([OH:7])=O)[CH3:2].C(Cl)(=O)C(Cl)=O.CN(C=O)C.[Cl:19][C:20]1[CH:21]=[C:22]([CH:25]=[C:26]([NH:28][CH2:29][C:30]2[CH:35]=[CH:34][C:33]([O:36][C:37]([F:40])([F:39])[F:38])=[CH:32][CH:31]=2)[CH:27]=1)[C:23]#[N:24]. (5) Reactant: [Cl:1][C:2]1[CH:3]=[N:4][CH:5]=[C:6]([N+:9]([O-])=O)[C:7]=1[OH:8]. Product: [NH2:9][C:6]1[CH:5]=[N:4][CH:3]=[C:2]([Cl:1])[C:7]=1[OH:8]. The catalyst class is: 5. (6) Reactant: Br[CH2:2][CH2:3][O:4][C:5]1[CH:10]=[CH:9][C:8]([N+:11]([O-:13])=[O:12])=[CH:7][CH:6]=1.C([O-])([O-])=O.[K+].[K+].[N:20]1([C:26]([O:28][C:29]([CH3:32])([CH3:31])[CH3:30])=[O:27])[CH2:25][CH2:24][NH:23][CH2:22][CH2:21]1. The catalyst class is: 3. Product: [N+:11]([C:8]1[CH:9]=[CH:10][C:5]([O:4][CH2:3][CH2:2][N:23]2[CH2:22][CH2:21][N:20]([C:26]([O:28][C:29]([CH3:32])([CH3:31])[CH3:30])=[O:27])[CH2:25][CH2:24]2)=[CH:6][CH:7]=1)([O-:13])=[O:12].